From a dataset of Forward reaction prediction with 1.9M reactions from USPTO patents (1976-2016). Predict the product of the given reaction. (1) Given the reactants [CH3:1][N:2]1[C:10]2[C:5](=[C:6]([CH3:11])[CH:7]=[CH:8][CH:9]=2)[C:4]([CH2:12][N:13]2[C:17]3[CH:18]=[CH:19][CH:20]=[CH:21][C:16]=3[N:15]([C:22]3[CH2:26][CH2:25][CH2:24][C:23]=3[C:27]([OH:29])=[O:28])[C:14]2=[O:30])=[CH:3]1, predict the reaction product. The product is: [CH3:1][N:2]1[C:10]2[C:5](=[C:6]([CH3:11])[CH:7]=[CH:8][CH:9]=2)[C:4]([CH2:12][N:13]2[C:17]3[CH:18]=[CH:19][CH:20]=[CH:21][C:16]=3[N:15]([CH:22]3[CH2:26][CH2:25][CH2:24][CH:23]3[C:27]([OH:29])=[O:28])[C:14]2=[O:30])=[CH:3]1. (2) Given the reactants COC1C=C(OC)C=CC=1C[N:6]1[C:10]([C:11]2[C:19]3[C:14](=[N:15][CH:16]=[CH:17][CH:18]=3)[N:13]([CH2:20][C:21]3[CH:26]=[CH:25][CH:24]=[CH:23][C:22]=3[F:27])[N:12]=2)=[N:9][N:8]([CH2:28][C:29]([F:32])([F:31])[F:30])[C:7]1=[O:33].S(=O)(=O)(O)O.C(=O)([O-])[O-].[Na+].[Na+], predict the reaction product. The product is: [F:27][C:22]1[CH:23]=[CH:24][CH:25]=[CH:26][C:21]=1[CH2:20][N:13]1[C:14]2=[N:15][CH:16]=[CH:17][CH:18]=[C:19]2[C:11]([C:10]2[NH:6][C:7](=[O:33])[N:8]([CH2:28][C:29]([F:32])([F:31])[F:30])[N:9]=2)=[N:12]1. (3) Given the reactants Cl[C:2]1[CH:7]=[C:6]([CH3:8])[N:5]=[C:4]([C:9]2[CH:14]=[CH:13][CH:12]=[CH:11][N:10]=2)[N:3]=1.[Cl:15][C:16]1[CH:17]=[C:18]([CH:20]=[CH:21][CH:22]=1)[NH2:19], predict the reaction product. The product is: [Cl:15][C:16]1[CH:17]=[C:18]([CH:20]=[CH:21][CH:22]=1)[NH:19][C:2]1[CH:7]=[C:6]([CH3:8])[N:5]=[C:4]([C:9]2[CH:14]=[CH:13][CH:12]=[CH:11][N:10]=2)[N:3]=1. (4) Given the reactants [Cl:1][C:2]1[CH:3]=[C:4](B(O)O)[CH:5]=[CH:6][CH:7]=1.C(=O)([O-])[O-].[Na+].[Na+].[C:17]([NH:25][C:26]1[CH:38]=[C:37](Br)[CH:36]=[CH:35][C:27]=1[C:28]([O:30][C:31]([CH3:34])([CH3:33])[CH3:32])=[O:29])(=[O:24])[C:18]1[CH:23]=[CH:22][CH:21]=[CH:20][CH:19]=1, predict the reaction product. The product is: [C:17]([NH:25][C:26]1[CH:38]=[C:37]([C:4]2[CH:5]=[CH:6][CH:7]=[C:2]([Cl:1])[CH:3]=2)[CH:36]=[CH:35][C:27]=1[C:28]([O:30][C:31]([CH3:33])([CH3:34])[CH3:32])=[O:29])(=[O:24])[C:18]1[CH:19]=[CH:20][CH:21]=[CH:22][CH:23]=1.